From a dataset of Reaction yield outcomes from USPTO patents with 853,638 reactions. Predict the reaction yield, written as a fraction of the theoretical maximum amount of product (1.0 means a 100% yield; for example, 0.34 means a 34% yield). (1) The reactants are [CH3:1][C:2]([CH3:29])([CH:7]([C:23]1[CH:28]=[CH:27][CH:26]=[CH:25][CH:24]=1)[C:8]1[CH:16]=[C:15]2[C:11]([C:12]([C:17]3[CH:22]=[CH:21][CH:20]=[CH:19][CH:18]=3)=[N:13][NH:14]2)=[CH:10][CH:9]=1)[C:3]([O:5]C)=[O:4].O.[OH-].[Li+].O. The catalyst is O1CCOCC1. The product is [CH3:1][C:2]([CH3:29])([CH:7]([C:23]1[CH:28]=[CH:27][CH:26]=[CH:25][CH:24]=1)[C:8]1[CH:16]=[C:15]2[C:11]([C:12]([C:17]3[CH:18]=[CH:19][CH:20]=[CH:21][CH:22]=3)=[N:13][NH:14]2)=[CH:10][CH:9]=1)[C:3]([OH:5])=[O:4]. The yield is 1.00. (2) The reactants are C([N:8]1[CH2:13][CH2:12][C:11]([CH2:15][N:16]([CH2:23][CH2:24][CH:25]([CH3:27])[CH3:26])[C:17](=[O:22])[C:18]([F:21])([F:20])[F:19])([OH:14])[CH2:10][CH2:9]1)C1C=CC=CC=1.C(N(CC)CC)C.[CH3:35][O:36][C:37]1[CH:45]=[CH:44][C:40]([C:41]([OH:43])=O)=[CH:39][C:38]=1[C:46]([F:49])([F:48])[F:47].CN(C(ON1N=NC2C=CC=NC1=2)=[N+](C)C)C.F[P-](F)(F)(F)(F)F. The catalyst is CC(O)C.CN(C=O)C.[Pd]. The product is [F:21][C:18]([F:19])([F:20])[C:17]([N:16]([CH2:15][C:11]1([OH:14])[CH2:10][CH2:9][N:8]([C:41](=[O:43])[C:40]2[CH:44]=[CH:45][C:37]([O:36][CH3:35])=[C:38]([C:46]([F:49])([F:48])[F:47])[CH:39]=2)[CH2:13][CH2:12]1)[CH2:23][CH2:24][CH:25]([CH3:26])[CH3:27])=[O:22]. The yield is 0.560. (3) The reactants are [CH:1]([C:3]1[C:11]2[C:6](=[CH:7][C:8]([C:23]#[N:24])=[C:9]([C:12]3[CH:17]=[CH:16][C:15]([C:18]4([OH:22])[CH2:21][CH2:20][CH2:19]4)=[CH:14][CH:13]=3)[CH:10]=2)[NH:5][CH:4]=1)=[O:2].CC(=CC)C.Cl([O-])=[O:31].[Na+].O.OP([O-])(O)=O.[Na+].[Cl-].[NH4+]. The catalyst is O1CCCC1.C(O)(C)(C)C. The product is [C:23]([C:8]1[CH:7]=[C:6]2[C:11]([C:3]([C:1]([OH:31])=[O:2])=[CH:4][NH:5]2)=[CH:10][C:9]=1[C:12]1[CH:13]=[CH:14][C:15]([C:18]2([OH:22])[CH2:21][CH2:20][CH2:19]2)=[CH:16][CH:17]=1)#[N:24]. The yield is 0.670. (4) The reactants are [Si:1]([O:18][C@@H:19]([CH3:23])[C:20](O)=[O:21])([C:14]([CH3:17])([CH3:16])[CH3:15])([C:8]1[CH:13]=[CH:12][CH:11]=[CH:10][CH:9]=1)[C:2]1[CH:7]=[CH:6][CH:5]=[CH:4][CH:3]=1.[F:24][C:25]1[CH:30]=[CH:29][C:28]([F:31])=[CH:27][C:26]=1[C:32]1[S:36][C:35]([CH2:43][O:44][CH2:45][O:46][CH3:47])([C:37]2[CH:42]=[CH:41][CH:40]=[CH:39][CH:38]=2)[NH:34][N:33]=1.C1CN([P+](ON2N=NC3C=CC=CC2=3)(N2CCCC2)N2CCCC2)CC1.F[P-](F)(F)(F)(F)F.CCN(C(C)C)C(C)C.C([O-])(O)=O.[Na+]. The catalyst is CN(C=O)C. The product is [Si:1]([O:18][C@@H:19]([CH3:23])[C:20]([N:34]1[N:33]=[C:32]([C:26]2[CH:27]=[C:28]([F:31])[CH:29]=[CH:30][C:25]=2[F:24])[S:36][C@@:35]1([CH2:43][O:44][CH2:45][O:46][CH3:47])[C:37]1[CH:42]=[CH:41][CH:40]=[CH:39][CH:38]=1)=[O:21])([C:14]([CH3:16])([CH3:17])[CH3:15])([C:8]1[CH:9]=[CH:10][CH:11]=[CH:12][CH:13]=1)[C:2]1[CH:3]=[CH:4][CH:5]=[CH:6][CH:7]=1. The yield is 0.120.